This data is from Catalyst prediction with 721,799 reactions and 888 catalyst types from USPTO. The task is: Predict which catalyst facilitates the given reaction. (1) Reactant: [CH2:1]([C:3]1[NH:4][C:5]2[C:10]([C:11]=1[CH:12]1[CH2:17][CH2:16][NH:15][CH2:14][CH2:13]1)=[CH:9][CH:8]=[C:7]([F:18])[CH:6]=2)[CH3:2].Br[CH2:20][CH2:21][CH2:22][S:23][C:24]1[CH:29]=[CH:28][C:27]([F:30])=[CH:26][CH:25]=1.[I-].[K+].C(=O)([O-])[O-].[K+].[K+]. Product: [CH2:1]([C:3]1[NH:4][C:5]2[C:10]([C:11]=1[CH:12]1[CH2:17][CH2:16][N:15]([CH2:20][CH2:21][CH2:22][S:23][C:24]3[CH:29]=[CH:28][C:27]([F:30])=[CH:26][CH:25]=3)[CH2:14][CH2:13]1)=[CH:9][CH:8]=[C:7]([F:18])[CH:6]=2)[CH3:2]. The catalyst class is: 384. (2) Reactant: [Br:1][C:2]1[C:7](=[O:8])[N:6]2[C:9]([CH3:13])=[CH:10][CH:11]=[CH:12][C:5]2=[N:4][C:3]=1[CH:14](Cl)[CH3:15].[N:17]1[C:25]([NH2:26])=[C:24]2[C:20]([N:21]=[CH:22][NH:23]2)=[N:19][CH:18]=1.C(=O)([O-])[O-].[K+].[K+].O. Product: [NH2:26][C:25]1[N:17]=[CH:18][N:19]=[C:20]2[C:24]=1[N:23]=[CH:22][N:21]2[CH:14]([C:3]1[N:4]=[C:5]2[CH:12]=[CH:11][CH:10]=[C:9]([CH3:13])[N:6]2[C:7](=[O:8])[C:2]=1[Br:1])[CH3:15]. The catalyst class is: 9. (3) Reactant: [CH2:1]([O:5][C:6]1[N:14]=[C:13]2[C:9]([NH:10][C:11](=[O:28])[N:12]2[CH2:15][CH2:16][O:17][C:18]2[CH:23]=[CH:22][CH:21]=[C:20]([C:24]([O:26]C)=[O:25])[CH:19]=2)=[C:8]([NH2:29])[N:7]=1)[CH2:2][CH2:3][CH3:4].CO.[OH-].[K+].Cl. Product: [CH2:1]([O:5][C:6]1[N:14]=[C:13]2[C:9]([NH:10][C:11](=[O:28])[N:12]2[CH2:15][CH2:16][O:17][C:18]2[CH:23]=[CH:22][CH:21]=[C:20]([C:24]([OH:26])=[O:25])[CH:19]=2)=[C:8]([NH2:29])[N:7]=1)[CH2:2][CH2:3][CH3:4]. The catalyst class is: 6.